This data is from Forward reaction prediction with 1.9M reactions from USPTO patents (1976-2016). The task is: Predict the product of the given reaction. Given the reactants [C:1]([O:4][C@@H:5]1[C@@H:10]([O:11][C:12](=[O:14])[CH3:13])[C@H:9]([O:15][C:16](=[O:18])[CH3:17])[C@@H:8]([CH2:19][O:20][C:21](=[O:23])[CH3:22])[O:7][CH:6]1[O:24]C1C=CC(C=O)=CC=1)(=[O:3])[CH3:2].[CH3:33][C:34]([CH3:37])([O-])[CH3:35].[K+].[Br-].[C:40]1([P+](C2C=CC=CC=2)(C2C=CC=CC=2)CC2OCCO2)[CH:45]=CC=C[CH:41]=1.[OH2:65].[CH2:66]1[CH2:70][O:69][CH2:68][CH2:67]1, predict the reaction product. The product is: [C:1]([O:4][C@@H:5]1[C@@H:10]([O:11][C:12](=[O:14])[CH3:13])[C@H:9]([O:15][C:16](=[O:18])[CH3:17])[C@@H:8]([CH2:19][O:20][C:21](=[O:23])[CH3:22])[O:7][CH:6]1[O:24][CH:66]1[CH2:70][O:69][CH:68](/[CH:67]=[CH:33]/[C:34]2[CH:37]=[CH:45][CH:40]=[CH:41][CH:35]=2)[O:65]1)(=[O:3])[CH3:2].